This data is from Reaction yield outcomes from USPTO patents with 853,638 reactions. The task is: Predict the reaction yield, written as a fraction of the theoretical maximum amount of product (1.0 means a 100% yield; for example, 0.34 means a 34% yield). (1) The reactants are ClC1C=CC=CC=1[C:4]([NH:6][C:7]1[CH:12]=[CH:11][C:10]([C:13]2[S:17][C:16]([CH2:18][CH2:19][NH:20][S:21]([C:24]([F:27])([F:26])[F:25])(=[O:23])=[O:22])=[N:15][CH:14]=2)=[CH:9][CH:8]=1)=[O:5].NC1C=CC(C2SC(CCNS(C(F)(F)F)(=O)=O)=NC=2)=CC=1.[C:54]1([C:60]2[O:61][C:62]([C:68]([F:71])([F:70])[F:69])=[C:63](C(Cl)=O)[N:64]=2)[CH:59]=[CH:58][CH:57]=[CH:56][CH:55]=1. No catalyst specified. The product is [C:54]1([C:60]2[O:61][C:62]([C:68]([F:71])([F:70])[F:69])=[C:63]([C:4]([NH:6][C:7]3[CH:12]=[CH:11][C:10]([C:13]4[S:17][C:16]([CH2:18][CH2:19][NH:20][S:21]([C:24]([F:25])([F:26])[F:27])(=[O:22])=[O:23])=[N:15][CH:14]=4)=[CH:9][CH:8]=3)=[O:5])[N:64]=2)[CH:55]=[CH:56][CH:57]=[CH:58][CH:59]=1. The yield is 0.590. (2) The reactants are [Br:1][C:2]1[C:3]([N:18]2[CH2:23][CH2:22][CH:21]([C:24]3[O:28][N:27]=[C:26]([CH:29]([CH3:31])[CH3:30])[N:25]=3)[CH2:20][CH2:19]2)=[C:4]([C@H:10]([OH:17])[C:11]([O:13][CH:14]([CH3:16])[CH3:15])=[O:12])[C:5]([CH3:9])=[N:6][C:7]=1[CH3:8]. The catalyst is C(Cl)Cl. The product is [Br:1][C:2]1[C:3]([N:18]2[CH2:23][CH2:22][CH:21]([C:24]3[O:28][N:27]=[C:26]([CH:29]([CH3:31])[CH3:30])[N:25]=3)[CH2:20][CH2:19]2)=[C:4]([C@H:10]([O:17][C:4]([CH3:10])([CH3:5])[CH3:3])[C:11]([O:13][CH:14]([CH3:16])[CH3:15])=[O:12])[C:5]([CH3:9])=[N:6][C:7]=1[CH3:8]. The yield is 0.780. (3) The reactants are [H-].[Na+].[C:3]([O:7][C:8](=[O:16])[N:9]([CH2:13][CH2:14]Cl)[CH2:10][CH2:11]Cl)([CH3:6])([CH3:5])[CH3:4].[Cl:17][C:18]1[CH:26]=[CH:25][C:21]([CH2:22][C:23]#[N:24])=[CH:20][CH:19]=1. The catalyst is CN(C)C=O. The product is [C:3]([O:7][C:8]([N:9]1[CH2:13][CH2:14][C:22]([C:21]2[CH:25]=[CH:26][C:18]([Cl:17])=[CH:19][CH:20]=2)([C:23]#[N:24])[CH2:11][CH2:10]1)=[O:16])([CH3:6])([CH3:5])[CH3:4]. The yield is 0.700. (4) The reactants are O=S(Cl)Cl.[Cl:5][C:6]1[CH:11]=[CH:10][C:9]([CH2:12][CH2:13][C:14]([OH:16])=[O:15])=[CH:8][CH:7]=1.[CH3:17]O. No catalyst specified. The product is [Cl:5][C:6]1[CH:7]=[CH:8][C:9]([CH2:12][CH2:13][C:14]([O:16][CH3:17])=[O:15])=[CH:10][CH:11]=1. The yield is 0.970.